This data is from Human liver microsome stability data. The task is: Regression/Classification. Given a drug SMILES string, predict its absorption, distribution, metabolism, or excretion properties. Task type varies by dataset: regression for continuous measurements (e.g., permeability, clearance, half-life) or binary classification for categorical outcomes (e.g., BBB penetration, CYP inhibition). Dataset: hlm. The molecule is CC(C)CC(O)(c1cccc(C(F)(F)F)c1)c1nc(-n2ccc(NC(=O)c3cscn3)cc2=O)c[nH]1. The result is 1 (stable in human liver microsomes).